Predict the reaction yield, written as a fraction of the theoretical maximum amount of product (1.0 means a 100% yield; for example, 0.34 means a 34% yield). From a dataset of Reaction yield outcomes from USPTO patents with 853,638 reactions. (1) The catalyst is C1C=CC(P(C2C=CC=CC=2)[C-]2C=CC=C2)=CC=1.C1C=CC(P(C2C=CC=CC=2)[C-]2C=CC=C2)=CC=1.Cl[Pd]Cl.[Fe+2].C(#N)C.O. The yield is 0.570. The reactants are Cl[C:2]1[C:7]([CH:8]=[O:9])=[C:6]([N:10]2[CH2:23][CH2:22][N:13]3[C:14]4[CH2:15][CH2:16][CH2:17][CH2:18][C:19]=4[C:20]([F:21])=[C:12]3[C:11]2=[O:24])[N:5]=[CH:4][CH:3]=1.[CH3:25][N:26]1[CH:31]=[C:30](B2OC(C)(C)C(C)(C)O2)[CH:29]=[C:28]([NH:41][C:42]2[CH:47]=[CH:46][N:45]=[C:44]([CH3:48])[N:43]=2)[C:27]1=[O:49].C([O-])(=O)C.[Na+].[O-]P([O-])([O-])=O.[K+].[K+].[K+]. The product is [F:21][C:20]1[C:19]2[CH2:18][CH2:17][CH2:16][CH2:15][C:14]=2[N:13]2[CH2:22][CH2:23][N:10]([C:6]3[N:5]=[CH:4][CH:3]=[C:2]([C:30]4[CH:29]=[C:28]([NH:41][C:42]5[CH:47]=[CH:46][N:45]=[C:44]([CH3:48])[N:43]=5)[C:27](=[O:49])[N:26]([CH3:25])[CH:31]=4)[C:7]=3[CH:8]=[O:9])[C:11](=[O:24])[C:12]=12. (2) The reactants are Br[C:2]1[CH:3]=[CH:4][C:5]([F:8])=[N:6][CH:7]=1.[C:9]1(B(O)O)[CH:14]=[CH:13][CH:12]=[CH:11][CH:10]=1.C(=O)([O-])[O-].[Na+].[Na+]. The catalyst is C1(C)C=CC=CC=1.C(O)C.O.C1C=CC([P]([Pd]([P](C2C=CC=CC=2)(C2C=CC=CC=2)C2C=CC=CC=2)([P](C2C=CC=CC=2)(C2C=CC=CC=2)C2C=CC=CC=2)[P](C2C=CC=CC=2)(C2C=CC=CC=2)C2C=CC=CC=2)(C2C=CC=CC=2)C2C=CC=CC=2)=CC=1. The product is [F:8][C:5]1[CH:4]=[CH:3][C:2]([C:9]2[CH:14]=[CH:13][CH:12]=[CH:11][CH:10]=2)=[CH:7][N:6]=1. The yield is 0.930. (3) The reactants are [NH:1]1[C:9]2[C:4](=[CH:5][C:6]([O:10][C:11]3[C:20]4[C:15](=[CH:16][C:17]([O:23][CH3:24])=[C:18]([O:21][CH3:22])[CH:19]=4)[N:14]=[CH:13][CH:12]=3)=[CH:7][CH:8]=2)[CH:3]=[CH:2]1.[H-].[Na+].[F:27][CH2:28][CH2:29][NH:30][C:31](=O)[O:32]C1C=CC=CC=1. No catalyst specified. The product is [F:27][CH2:28][CH2:29][NH:30][C:31]([N:1]1[C:9]2[C:4](=[CH:5][C:6]([O:10][C:11]3[C:20]4[C:15](=[CH:16][C:17]([O:23][CH3:24])=[C:18]([O:21][CH3:22])[CH:19]=4)[N:14]=[CH:13][CH:12]=3)=[CH:7][CH:8]=2)[CH:3]=[CH:2]1)=[O:32]. The yield is 0.188.